Dataset: Full USPTO retrosynthesis dataset with 1.9M reactions from patents (1976-2016). Task: Predict the reactants needed to synthesize the given product. (1) Given the product [C:20]([N:15]1[CH2:16][C@H:17]([O:19][CH2:33][C:32]2[CH:35]=[CH:36][C:29]([Br:28])=[CH:30][CH:31]=2)[CH2:18][C@H:14]1[C:13]([OH:12])=[O:27])([O:22][C:23]([CH3:26])([CH3:25])[CH3:24])=[O:21], predict the reactants needed to synthesize it. The reactants are: N1CCC[C@H]1C(O)=O.[H-].[Na+].C[O:12][C:13](=[O:27])[C@@H:14]1[CH2:18][C@@H:17]([OH:19])[CH2:16][N:15]1[C:20]([O:22][C:23]([CH3:26])([CH3:25])[CH3:24])=[O:21].[Br:28][C:29]1[CH:36]=[CH:35][C:32]([CH2:33]Br)=[CH:31][CH:30]=1. (2) Given the product [NH2:33][N:15]1[C:16]([C:23]([F:24])([F:25])[F:26])=[CH:17][C:18](=[O:20])[N:9]([C:6]2[CH:7]=[CH:8][C:3]([O:2][CH3:1])=[CH:4][CH:5]=2)[C:10]1=[O:14], predict the reactants needed to synthesize it. The reactants are: [CH3:1][O:2][C:3]1[CH:8]=[CH:7][C:6]([NH:9][C:10](=[O:14])OCC)=[CH:5][CH:4]=1.[NH2:15][C:16]([C:23]([F:26])([F:25])[F:24])=[CH:17][C:18]([O:20]CC)=O.C(=O)([O-])[O-].[K+].[K+].[NH2:33]OS(O)(=O)=O. (3) Given the product [NH2:1][C@H:4]([C@H:30]1[O:31][C:32](=[O:38])[C@H:33]([CH:35]([CH3:37])[CH3:36])[CH2:34]1)[CH2:5][C@H:6]([CH2:7][C:8]1[CH:13]=[CH:12][C:11]([F:14])=[C:10]([O:15][CH2:16][CH2:17][CH2:18][O:19][CH3:20])[CH:9]=1)[CH:27]([CH3:28])[CH3:29], predict the reactants needed to synthesize it. The reactants are: [N:1]([C@H:4]([C@@H:30]1[CH2:34][C@@H:33]([CH:35]([CH3:37])[CH3:36])[C:32](=[O:38])[O:31]1)[CH2:5][CH:6]([CH:27]([CH3:29])[CH3:28])[C@H:7](OC(=O)C(C)C)[C:8]1[CH:13]=[CH:12][C:11]([F:14])=[C:10]([O:15][CH2:16][CH2:17][CH2:18][O:19][CH3:20])[CH:9]=1)=[N+]=[N-].C(CN)O. (4) The reactants are: [Br:1][C:2]1[CH:9]=[CH:8][C:5]([CH:6]=O)=[CH:4][C:3]=1[CH3:10].[CH2:11]([NH2:16])[CH2:12][CH:13]([CH3:15])[CH3:14].[BH4-].[Na+]. Given the product [Br:1][C:2]1[CH:9]=[CH:8][C:5]([CH2:6][NH:16][CH2:11][CH2:12][CH:13]([CH3:15])[CH3:14])=[CH:4][C:3]=1[CH3:10], predict the reactants needed to synthesize it. (5) Given the product [OH:21][CH2:20][C:5]1[N:4]=[C:3]([C:1]#[N:2])[CH:11]=[CH:10][CH:6]=1, predict the reactants needed to synthesize it. The reactants are: [C:1]([C:3]1[CH:11]=[CH:10][C:6](C(O)=O)=[CH:5][N:4]=1)#[N:2].CCN(CC)CC.Cl[C:20](OCC)=[O:21].[BH4-].[Na+]. (6) The reactants are: [F:1][C:2]1[C:11]([F:12])=[C:10]2[C:5]([CH2:6][CH2:7][CH:8]([CH2:13][CH2:14][CH2:15][CH2:16][CH3:17])[O:9]2)=[C:4](I)[C:3]=1[OH:19].C([C:22]1[CH:27]=[CH:26][CH:25]=[CH:24][C:23]=1[CH2:28][CH2:29][CH3:30])#C.Cl.[CH2:32](N(CC)CC)[CH3:33]. Given the product [F:1][C:2]1[C:11]([F:12])=[C:10]2[C:5]([CH2:6][CH2:7][CH:8]([CH2:13][CH2:14][CH2:15][CH2:16][CH3:17])[O:9]2)=[C:4]2[CH:32]=[C:33]([C:26]3[CH:27]=[CH:22][C:23]([CH2:28][CH2:29][CH3:30])=[CH:24][CH:25]=3)[O:19][C:3]=12, predict the reactants needed to synthesize it. (7) The reactants are: [S:1]1[C:5]2[CH:6]=[CH:7][CH:8]=[CH:9][C:4]=2[NH:3][CH2:2]1.NC1C=CC=CC=1S.C=O.[CH3:20][O:21][C:22]1[C:30]([C:31]([F:34])([F:33])[F:32])=[CH:29][C:25]([C:26](Cl)=[O:27])=[CH:24][C:23]=1[S:35][CH3:36]. Given the product [CH3:20][O:21][C:22]1[C:30]([C:31]([F:32])([F:33])[F:34])=[CH:29][C:25]([C:26]([N:3]2[C:4]3[CH:9]=[CH:8][CH:7]=[CH:6][C:5]=3[S:1][CH2:2]2)=[O:27])=[CH:24][C:23]=1[S:35][CH3:36], predict the reactants needed to synthesize it. (8) Given the product [Cl:8][C:5]1[CH:6]=[CH:7][C:2]([B:31]2[O:35][C:34]([CH3:37])([CH3:36])[C:33]([CH3:39])([CH3:38])[O:32]2)=[C:3]([O:9][C@H:10]([CH2:12][CH:13]=[CH2:14])[CH3:11])[CH:4]=1, predict the reactants needed to synthesize it. The reactants are: Br[C:2]1[CH:7]=[CH:6][C:5]([Cl:8])=[CH:4][C:3]=1[O:9][C@H:10]([CH2:12][CH:13]=[CH2:14])[CH3:11].CC(O)C.C(=O)=O.[Li]CCCC.C(O[B:31]1[O:35][C:34]([CH3:37])([CH3:36])[C:33]([CH3:39])([CH3:38])[O:32]1)(C)C. (9) Given the product [Br:10][C:7]1[CH:8]=[CH:9][C:4]([C:3]([NH:14][NH2:15])=[O:2])=[CH:5][CH:6]=1, predict the reactants needed to synthesize it. The reactants are: C[O:2][C:3](=O)[C:4]1[CH:9]=[CH:8][C:7]([Br:10])=[CH:6][C:5]=1C.O.[NH2:14][NH2:15]. (10) Given the product [F:27][C:28]1[N:33]=[C:32]([NH:34][C:2]2[CH:7]=[C:6]([C:8]3[N:9]=[C:10]([N:20]4[CH2:21][CH2:22][CH:23]([OH:26])[CH2:24][CH2:25]4)[C:11]4[C:17]([O:18][CH3:19])=[CH:16][N:15]=[CH:14][C:12]=4[N:13]=3)[CH:5]=[CH:4][N:3]=2)[CH:31]=[CH:30][CH:29]=1, predict the reactants needed to synthesize it. The reactants are: Cl[C:2]1[CH:7]=[C:6]([C:8]2[N:9]=[C:10]([N:20]3[CH2:25][CH2:24][CH:23]([OH:26])[CH2:22][CH2:21]3)[C:11]3[C:17]([O:18][CH3:19])=[CH:16][N:15]=[CH:14][C:12]=3[N:13]=2)[CH:5]=[CH:4][N:3]=1.[F:27][C:28]1[N:33]=[C:32]([NH2:34])[CH:31]=[CH:30][CH:29]=1.